From a dataset of Reaction yield outcomes from USPTO patents with 853,638 reactions. Predict the reaction yield, written as a fraction of the theoretical maximum amount of product (1.0 means a 100% yield; for example, 0.34 means a 34% yield). The reactants are [Cl:1][C:2]1[CH:26]=[CH:25][C:5]([CH2:6][NH:7][C:8]([C:10]2[N:11]=[N:12][C:13]3[C:18]([C:19]=2[OH:20])=[CH:17][C:16]([C:21](OC)=[O:22])=[CH:15][CH:14]=3)=[O:9])=[CH:4][CH:3]=1.[H-].[Al+3].[Li+].[H-].[H-].[H-]. The catalyst is C1COCC1. The product is [Cl:1][C:2]1[CH:3]=[CH:4][C:5]([CH2:6][NH:7][C:8]([C:10]2[N:11]=[N:12][C:13]3[C:18]([C:19]=2[OH:20])=[CH:17][C:16]([CH2:21][OH:22])=[CH:15][CH:14]=3)=[O:9])=[CH:25][CH:26]=1. The yield is 0.520.